This data is from Reaction yield outcomes from USPTO patents with 853,638 reactions. The task is: Predict the reaction yield, written as a fraction of the theoretical maximum amount of product (1.0 means a 100% yield; for example, 0.34 means a 34% yield). (1) The reactants are [C:1]([O:5][C:6]([N:8]1[CH2:13][CH2:12][N:11]([C:14]2[CH:23]=[CH:22][C:21]3[C:16](=[CH:17][CH:18]=[C:19]([N:24]4[C:28](C(O)=O)=[CH:27][C:26]([C:32]([CH3:35])([CH3:34])[CH3:33])=[N:25]4)[CH:20]=3)[N:15]=2)[CH2:10][CH2:9]1)=[O:7])([CH3:4])([CH3:3])[CH3:2].CC[N:38]([CH2:41]C)CC.[Cl:43][C:44]1[C:50]([Cl:51])=[CH:49][CH:48]=[CH:47][C:45]=1[NH2:46].C1C=CC(P(N=[N+]=[N-])(C2C=CC=CC=2)=[O:59])=CC=1. The catalyst is C1(C)C=CC=CC=1. The product is [C:32]([C:26]1[CH:27]=[C:28]([NH:38][C:41]([NH:46][C:45]2[CH:47]=[CH:48][CH:49]=[C:50]([Cl:51])[C:44]=2[Cl:43])=[O:59])[N:24]([C:19]2[CH:20]=[C:21]3[C:16](=[CH:17][CH:18]=2)[N:15]=[C:14]([N:11]2[CH2:12][CH2:13][N:8]([C:6]([O:5][C:1]([CH3:2])([CH3:3])[CH3:4])=[O:7])[CH2:9][CH2:10]2)[CH:23]=[CH:22]3)[N:25]=1)([CH3:35])([CH3:34])[CH3:33]. The yield is 0.830. (2) The yield is 0.970. The reactants are [N+:1]([C:4]1[CH:9]=[CH:8][C:7]([NH:10][C:11](=[O:25])[C:12]2[CH:17]=[CH:16][CH:15]=[C:14]([NH:18][C:19]3[CH:24]=[CH:23][N:22]=[CH:21][CH:20]=3)[CH:13]=2)=[CH:6][CH:5]=1)([O-:3])=[O:2].[CH3:26][O:27][S:28]([C:31]1[CH:36]=[CH:35][C:34]([CH3:37])=[CH:33][CH:32]=1)(=[O:30])=[O:29]. The catalyst is CN(C=O)C. The product is [CH3:37][C:34]1[CH:33]=[CH:32][C:31]([S:28]([O-:30])(=[O:29])=[O:27])=[CH:36][CH:35]=1.[CH3:26][N+:22]1[CH:21]=[CH:20][C:19]([NH:18][C:14]2[CH:15]=[CH:16][CH:17]=[C:12]([C:11]([NH:10][C:7]3[CH:6]=[CH:5][C:4]([N+:1]([O-:3])=[O:2])=[CH:9][CH:8]=3)=[O:25])[CH:13]=2)=[CH:24][CH:23]=1. (3) The yield is 0.990. The catalyst is ClC(Cl)C.O. The reactants are [NH2:1][C@H:2]1[CH2:7][C@@H:6]([C:8]([OH:10])=[O:9])[C@@H:5]([N:11]2[CH2:15][CH2:14][C@H:13]([NH:16][C:17]([O:19][CH2:20][C:21]3[CH:26]=[CH:25][CH:24]=[CH:23][CH:22]=3)=[O:18])[C:12]2=[O:27])[CH2:4][CH2:3]1.[CH3:28]N1CCOCC1.[CH3:35][C:36]([CH3:38])=O.C(O[BH-](OC(=O)C)OC(=O)C)(=O)C.[Na+].C=O. The product is [CH2:20]([O:19][C:17]([NH:16][C@H:13]1[CH2:14][CH2:15][N:11]([C@H:5]2[CH2:4][CH2:3][C@@H:2]([N:1]([CH:36]([CH3:38])[CH3:35])[CH3:28])[CH2:7][C@H:6]2[C:8]([OH:10])=[O:9])[C:12]1=[O:27])=[O:18])[C:21]1[CH:22]=[CH:23][CH:24]=[CH:25][CH:26]=1. (4) The reactants are FC(F)(F)C(O)=O.FC(F)(F)C(O)=O.FC(F)(F)C(O)=O.[NH:22]1[CH2:25][CH:24]([C:26]2[C:27]([C:32]3[CH:41]=[CH:40][C:35]([C:36]([NH:38][CH3:39])=[O:37])=[C:34]([F:42])[CH:33]=3)=[N:28][CH:29]=[CH:30][N:31]=2)[CH2:23]1.C(=O)([O-])[O-].[K+].[K+].FC(F)(F)S(O[C:55]1[CH:64]=[CH:63][C:62]2[C:57](=[CH:58][C:59]([F:65])=[CH:60][CH:61]=2)[N:56]=1)(=O)=O.N1CCC1. The catalyst is O.CS(C)=O. The product is [F:42][C:34]1[CH:33]=[C:32]([C:27]2[C:26]([CH:24]3[CH2:23][N:22]([C:55]4[CH:64]=[CH:63][C:62]5[C:57](=[CH:58][C:59]([F:65])=[CH:60][CH:61]=5)[N:56]=4)[CH2:25]3)=[N:31][CH:30]=[CH:29][N:28]=2)[CH:41]=[CH:40][C:35]=1[C:36]([NH:38][CH3:39])=[O:37]. The yield is 0.780.